Dataset: Reaction yield outcomes from USPTO patents with 853,638 reactions. Task: Predict the reaction yield, written as a fraction of the theoretical maximum amount of product (1.0 means a 100% yield; for example, 0.34 means a 34% yield). The reactants are O(S(C(F)(F)F)(=O)=O)S(C(F)(F)F)(=O)=O.[CH2:16]([O:23][N:24]1[C:30](=[O:31])[N:29]2[CH2:32][C@H:25]1[CH2:26][CH2:27][C@H:28]2[C:33]([NH:35][NH:36][C:37](=[O:49])[CH2:38][CH2:39][N:40]([CH3:48])[C:41](=[O:47])[O:42][C:43]([CH3:46])([CH3:45])[CH3:44])=O)[C:17]1[CH:22]=[CH:21][CH:20]=[CH:19][CH:18]=1.N1C=CC=CC=1.C([O-])(O)=O.[Na+]. The catalyst is C(Cl)Cl. The product is [CH2:16]([O:23][N:24]1[C:30](=[O:31])[N:29]2[CH2:32][C@H:25]1[CH2:26][CH2:27][C@H:28]2[C:33]1[O:49][C:37]([CH2:38][CH2:39][N:40]([CH3:48])[C:41](=[O:47])[O:42][C:43]([CH3:44])([CH3:45])[CH3:46])=[N:36][N:35]=1)[C:17]1[CH:22]=[CH:21][CH:20]=[CH:19][CH:18]=1. The yield is 0.510.